This data is from Full USPTO retrosynthesis dataset with 1.9M reactions from patents (1976-2016). The task is: Predict the reactants needed to synthesize the given product. (1) Given the product [CH3:1][C:2]1[N:6]=[C:5]([C:7]2[S:11][C:10]([NH:12][C:25](=[O:26])[CH2:24][C:20]3[S:19][CH:23]=[CH:22][CH:21]=3)=[N:9][C:8]=2[C:13]2[CH:14]=[CH:15][CH:16]=[CH:17][CH:18]=2)[O:4][N:3]=1, predict the reactants needed to synthesize it. The reactants are: [CH3:1][C:2]1[N:6]=[C:5]([C:7]2[S:11][C:10]([NH2:12])=[N:9][C:8]=2[C:13]2[CH:18]=[CH:17][CH:16]=[CH:15][CH:14]=2)[O:4][N:3]=1.[S:19]1[CH:23]=[CH:22][CH:21]=[C:20]1[CH2:24][C:25](Cl)=[O:26]. (2) The reactants are: [O:1]=[C:2]1[C@@H:6]([NH:7][C:8](=[O:14])[O:9][C:10]([CH3:13])([CH3:12])[CH3:11])[CH2:5][CH2:4][S:3]1.[CH3:15][O-:16].[Na+].FC(F)(F)S(O[CH2:24][C@@H:25]1[C@@H:32]2[C@@H:28]([O:29][C:30]([CH3:34])([CH3:33])[O:31]2)[C@H:27]([N:35]2[CH:43]=[N:42][C:41]3[C:36]2=[N:37][C:38]([Cl:45])=[N:39][C:40]=3[NH2:44])[O:26]1)(=O)=O. Given the product [NH2:44][C:40]1[N:39]=[C:38]([Cl:45])[N:37]=[C:36]2[C:41]=1[N:42]=[CH:43][N:35]2[C@H:27]1[C@@H:28]2[O:29][C:30]([CH3:33])([CH3:34])[O:31][C@@H:32]2[C@@H:25]([CH2:24][S:3][CH2:4][CH2:5][C@H:6]([NH:7][C:8]([O:9][C:10]([CH3:13])([CH3:12])[CH3:11])=[O:14])[C:2]([O:16][CH3:15])=[O:1])[O:26]1, predict the reactants needed to synthesize it. (3) Given the product [ClH:31].[NH2:8][C@H:12]([CH2:11][OH:10])[CH2:13][N:14]1[CH2:15][CH2:16][CH:17]([C:20]([C:21]2[CH:22]=[CH:23][C:24]([F:27])=[CH:25][CH:26]=2)=[O:28])[CH2:18][CH2:19]1, predict the reactants needed to synthesize it. The reactants are: C(OC([N:8]1[C@@H:12]([CH2:13][N:14]2[CH2:19][CH2:18][CH:17]([C:20](=[O:28])[C:21]3[CH:26]=[CH:25][C:24]([F:27])=[CH:23][CH:22]=3)[CH2:16][CH2:15]2)[CH2:11][O:10]C1(C)C)=O)(C)(C)C.[ClH:31]. (4) Given the product [C:15]([O:19][C:20]([N:22]1[CH2:23][CH2:24][CH:25]([O:28][C:29]2[N:30]=[CH:31][C:32]([C:33]([O:7][C:1]3[CH:6]=[CH:5][CH:4]=[CH:3][CH:2]=3)=[O:39])=[CH:13][N:10]=2)[CH2:26][CH2:27]1)=[O:21])([CH3:16])([CH3:17])[CH3:18], predict the reactants needed to synthesize it. The reactants are: [C:1]1([OH:7])[CH:6]=[CH:5][CH:4]=[CH:3][CH:2]=1.C([N:10]([CH2:13]C)CC)C.[C:15]([O:19][C:20]([N:22]1[CH2:27][CH2:26][CH:25]([O:28][C:29]2C=[CH:33][C:32](Br)=[CH:31][N:30]=2)[CH2:24][CH2:23]1)=[O:21])([CH3:18])([CH3:17])[CH3:16].[C]=O.C(=O)(O)[O-:39].[Na+]. (5) The reactants are: [NH:1]1[C:9]2[C:4](=[CH:5][CH:6]=[CH:7][CH:8]=2)[CH2:3][C:2]1=[O:10].[CH2:11]([Li])[CH2:12][CH2:13][CH3:14].CN(C)CCN(C)C.ICCCCI. Given the product [NH:1]1[C:9]2[C:4](=[CH:5][CH:6]=[CH:7][CH:8]=2)[C:3]2([CH2:14][CH2:13][CH2:12][CH2:11]2)[C:2]1=[O:10], predict the reactants needed to synthesize it. (6) Given the product [NH2:28][C:25]1[CH:24]=[CH:23][C:22]([CH2:21][N:20]([CH2:19][C:16]2[S:17][CH:18]=[C:14]([C:12]3[CH:11]=[C:10]([C:32]([CH3:35])([CH3:33])[CH3:34])[C:9]([OH:36])=[C:8]([C:4]([CH3:7])([CH3:6])[CH3:5])[CH:13]=3)[N:15]=2)[CH3:31])=[CH:27][CH:26]=1, predict the reactants needed to synthesize it. The reactants are: Cl[Sn]Cl.[C:4]([C:8]1[CH:13]=[C:12]([C:14]2[N:15]=[C:16]([CH2:19][N:20]([CH3:31])[CH2:21][C:22]3[CH:27]=[CH:26][C:25]([N+:28]([O-])=O)=[CH:24][CH:23]=3)[S:17][CH:18]=2)[CH:11]=[C:10]([C:32]([CH3:35])([CH3:34])[CH3:33])[C:9]=1[OH:36])([CH3:7])([CH3:6])[CH3:5].Cl.[OH-].[Na+].